From a dataset of Reaction yield outcomes from USPTO patents with 853,638 reactions. Predict the reaction yield, written as a fraction of the theoretical maximum amount of product (1.0 means a 100% yield; for example, 0.34 means a 34% yield). (1) The reactants are FC1C=C(F)C=CC=1C1C=C(CN2C(=O)C3=CC=CC=C3C2=O)C(=O)N(CC(C)C)N=1.[C:32]([C:35]1[C:36](=[O:53])[N:37]([CH2:49][CH:50]2[CH2:52][CH2:51]2)[N:38]=[C:39]([C:41]2[CH:46]=[CH:45][C:44]([S:47][CH3:48])=[CH:43][CH:42]=2)[CH:40]=1)(O)=[O:33]. No catalyst specified. The product is [CH:50]1([CH2:49][N:37]2[C:36](=[O:53])[C:35]([CH2:32][OH:33])=[CH:40][C:39]([C:41]3[CH:46]=[CH:45][C:44]([S:47][CH3:48])=[CH:43][CH:42]=3)=[N:38]2)[CH2:52][CH2:51]1. The yield is 0.226. (2) The reactants are [F:1][C:2]1[CH:3]=[C:4]([NH:28][C:29]([C:31]2[C:32](=[O:44])[N:33]([C:37]3[CH:42]=[CH:41][C:40]([F:43])=[CH:39][CH:38]=3)[N:34]=[CH:35][CH:36]=2)=[O:30])[CH:5]=[CH:6][C:7]=1[O:8][C:9]1[CH:14]=[CH:13][N:12]=[C:11]2[N:15]([CH2:19][C:20]3[CH:25]=[CH:24][C:23]([O:26][CH3:27])=[CH:22][CH:21]=3)[N:16]=[C:17](I)[C:10]=12.[NH2:45][CH:46]1[CH2:50][CH2:49][N:48]([C:51]([O:53][C:54]([CH3:57])([CH3:56])[CH3:55])=[O:52])[CH2:47]1.N1CCC[C@H]1C(O)=O.C([O-])([O-])=O.[K+].[K+]. The catalyst is [Cu]I.CS(C)=O. The product is [F:1][C:2]1[CH:3]=[C:4]([NH:28][C:29]([C:31]2[C:32](=[O:44])[N:33]([C:37]3[CH:42]=[CH:41][C:40]([F:43])=[CH:39][CH:38]=3)[N:34]=[CH:35][CH:36]=2)=[O:30])[CH:5]=[CH:6][C:7]=1[O:8][C:9]1[CH:14]=[CH:13][N:12]=[C:11]2[N:15]([CH2:19][C:20]3[CH:25]=[CH:24][C:23]([O:26][CH3:27])=[CH:22][CH:21]=3)[N:16]=[C:17]([NH:45][CH:46]3[CH2:50][CH2:49][N:48]([C:51]([O:53][C:54]([CH3:57])([CH3:56])[CH3:55])=[O:52])[CH2:47]3)[C:10]=12. The yield is 0.566. (3) The reactants are O[C:2]1[C:11]2[C:6](=[CH:7][CH:8]=[C:9]([O:12][CH3:13])[CH:10]=2)[N:5]=[CH:4][C:3]=1[C:14]([O:16][CH2:17][CH3:18])=[O:15].O=P(Cl)(Cl)[Cl:21]. No catalyst specified. The product is [Cl:21][C:2]1[C:11]2[C:6](=[CH:7][CH:8]=[C:9]([O:12][CH3:13])[CH:10]=2)[N:5]=[CH:4][C:3]=1[C:14]([O:16][CH2:17][CH3:18])=[O:15]. The yield is 0.970. (4) The reactants are [Cl:1][CH2:2][C:3]1[O:4][CH:5]=[C:6]([C:8]([OH:10])=O)[N:7]=1.[NH2:11][C@@H:12]([CH3:28])[CH2:13][N:14]1[CH:18]=[CH:17][C:16]([C:19]2[CH:26]=[CH:25][C:22]([C:23]#[N:24])=[C:21]([Cl:27])[CH:20]=2)=[N:15]1. The catalyst is C(Cl)Cl. The product is [Cl:27][C:21]1[CH:20]=[C:19]([C:16]2[CH:17]=[CH:18][N:14]([CH2:13][C@@H:12]([NH:11][C:8]([C:6]3[N:7]=[C:3]([CH2:2][Cl:1])[O:4][CH:5]=3)=[O:10])[CH3:28])[N:15]=2)[CH:26]=[CH:25][C:22]=1[C:23]#[N:24]. The yield is 0.369. (5) The reactants are [OH:1][C:2]1[CH:3]=[C:4]2[C:8](=[CH:9][CH:10]=1)[NH:7][CH:6]=[CH:5]2.C(=O)([O-])[O-].[Cs+].[Cs+].[CH2:17](Br)[C:18]#[CH:19].O. The catalyst is CC(C)=O.C(OCC)(=O)C. The product is [CH2:19]([O:1][C:2]1[CH:3]=[C:4]2[C:8](=[CH:9][CH:10]=1)[NH:7][CH:6]=[CH:5]2)[C:18]#[CH:17]. The yield is 0.830. (6) The yield is 0.990. The product is [NH2:11][CH2:3][C@H:2]([OH:1])[CH2:4][N:5]1[CH2:10][CH2:9][O:8][CH2:7][CH2:6]1. The reactants are [O:1]1[CH2:3][C@H:2]1[CH2:4][N:5]1[CH2:10][CH2:9][O:8][CH2:7][CH2:6]1.[NH3:11]. No catalyst specified. (7) The reactants are [Br:1][C:2]1[CH:7]=[C:6]([CH2:8]Br)[CH:5]=[CH:4][C:3]=1[O:10][C:11]1[CH:16]=[CH:15][C:14]([F:17])=[CH:13][C:12]=1[F:18].[CH3:19][S-:20].[Na+]. The catalyst is CN(C)C=O. The product is [Br:1][C:2]1[CH:7]=[C:6]([CH:5]=[CH:4][C:3]=1[O:10][C:11]1[CH:16]=[CH:15][C:14]([F:17])=[CH:13][C:12]=1[F:18])[CH2:8][S:20][CH3:19]. The yield is 1.00. (8) The catalyst is C(Cl)Cl.CCOC(C)=O.[I-].C([N+](CCCC)(CCCC)CCCC)CCC. The product is [N:28]([CH2:11][C@@H:10]([NH:13][C:14](=[O:20])[O:15][C:16]([CH3:19])([CH3:18])[CH3:17])[CH2:9][O:8][CH2:6][CH3:7])=[N+:29]=[N-:30]. The reactants are CS(Cl)(=O)=O.[CH2:6]([O:8][CH2:9][C@H:10]([NH:13][C:14](=[O:20])[O:15][C:16]([CH3:19])([CH3:18])[CH3:17])[CH2:11]O)[CH3:7].CCN(CC)CC.[N-:28]=[N+:29]=[N-:30].[Na+]. The yield is 0.670.